From a dataset of Catalyst prediction with 721,799 reactions and 888 catalyst types from USPTO. Predict which catalyst facilitates the given reaction. (1) Reactant: Cl[CH2:2][C:3]1[CH:8]=[CH:7][C:6]([C:9]2[S:17][C:16]3[C:11](=[N:12][CH:13]=[CH:14][C:15]=3[O:18][C:19]3[CH:24]=[CH:23][C:22]([N+:25]([O-:27])=[O:26])=[CH:21][C:20]=3[F:28])[CH:10]=2)=[CH:5][CH:4]=1.[CH3:29][NH:30][CH2:31][CH2:32][OH:33]. Product: [F:28][C:20]1[CH:21]=[C:22]([N+:25]([O-:27])=[O:26])[CH:23]=[CH:24][C:19]=1[O:18][C:15]1[CH:14]=[CH:13][N:12]=[C:11]2[CH:10]=[C:9]([C:6]3[CH:7]=[CH:8][C:3]([CH2:2][N:30]([CH3:29])[CH2:31][CH2:32][OH:33])=[CH:4][CH:5]=3)[S:17][C:16]=12. The catalyst class is: 57. (2) Reactant: Br[CH2:2][CH2:3][CH2:4][CH2:5][CH2:6][N:7]1[CH:11]([C:12]2[CH:17]=[CH:16][C:15]([F:18])=[C:14]([F:19])[CH:13]=2)[CH2:10][O:9][C:8]1=[O:20].[CH3:21][CH:22]([CH3:38])[C:23]([NH:25][C:26]1[CH:31]=[CH:30][CH:29]=[C:28]([CH:32]2[CH2:37][CH2:36][NH:35][CH2:34][CH2:33]2)[CH:27]=1)=[O:24].[Na+].[I-].C([O-])([O-])=O.[K+].[K+]. Product: [F:19][C:14]1[CH:13]=[C:12]([CH:11]2[CH2:10][O:9][C:8](=[O:20])[N:7]2[CH2:6][CH2:5][CH2:4][CH2:3][CH2:2][N:35]2[CH2:36][CH2:37][CH:32]([C:28]3[CH:27]=[C:26]([NH:25][C:23](=[O:24])[CH:22]([CH3:21])[CH3:38])[CH:31]=[CH:30][CH:29]=3)[CH2:33][CH2:34]2)[CH:17]=[CH:16][C:15]=1[F:18]. The catalyst class is: 3.